From a dataset of Catalyst prediction with 721,799 reactions and 888 catalyst types from USPTO. Predict which catalyst facilitates the given reaction. Reactant: [CH3:1][NH:2][C:3]1[CH:8]=[CH:7][CH:6]=[CH:5][CH:4]=1.[H-].[Na+].Br[CH2:12][C:13]1[CH:18]=[CH:17][C:16]([CH2:19][O:20][C:21]2[CH:26]=[CH:25][C:24]([CH2:27][CH2:28][C:29]([O:31][CH3:32])=[O:30])=[CH:23][CH:22]=2)=[CH:15][CH:14]=1.O. Product: [CH3:1][N:2]([CH2:12][C:13]1[CH:14]=[CH:15][C:16]([CH2:19][O:20][C:21]2[CH:26]=[CH:25][C:24]([CH2:27][CH2:28][C:29]([O:31][CH3:32])=[O:30])=[CH:23][CH:22]=2)=[CH:17][CH:18]=1)[C:3]1[CH:8]=[CH:7][CH:6]=[CH:5][CH:4]=1. The catalyst class is: 9.